From a dataset of NCI-60 drug combinations with 297,098 pairs across 59 cell lines. Regression. Given two drug SMILES strings and cell line genomic features, predict the synergy score measuring deviation from expected non-interaction effect. (1) Drug 1: CC(C1=C(C=CC(=C1Cl)F)Cl)OC2=C(N=CC(=C2)C3=CN(N=C3)C4CCNCC4)N. Drug 2: CCCCC(=O)OCC(=O)C1(CC(C2=C(C1)C(=C3C(=C2O)C(=O)C4=C(C3=O)C=CC=C4OC)O)OC5CC(C(C(O5)C)O)NC(=O)C(F)(F)F)O. Cell line: OVCAR-5. Synergy scores: CSS=3.80, Synergy_ZIP=-1.85, Synergy_Bliss=-2.32, Synergy_Loewe=-4.63, Synergy_HSA=-3.79. (2) Drug 1: C1=CC(=CC=C1CCC2=CNC3=C2C(=O)NC(=N3)N)C(=O)NC(CCC(=O)O)C(=O)O. Drug 2: C(CC(=O)O)C(=O)CN.Cl. Cell line: M14. Synergy scores: CSS=11.9, Synergy_ZIP=-5.90, Synergy_Bliss=-9.26, Synergy_Loewe=-14.9, Synergy_HSA=-6.64.